From a dataset of Forward reaction prediction with 1.9M reactions from USPTO patents (1976-2016). Predict the product of the given reaction. (1) Given the reactants Cl[C:2]1[CH:27]=[CH:26][C:5]([C:6]([NH:8]C2C=CC(Cl)=C(NC(=O)C3C=CC=C(Cl)C=3)C=2)=[O:7])=[C:4]([CH3:28])[N:3]=1.C(N1CCNCC1)(=O)C, predict the reaction product. The product is: [CH3:28][C:4]1[N:3]=[CH:2][CH:27]=[CH:26][C:5]=1[C:6]([NH2:8])=[O:7]. (2) Given the reactants Cl[C:2]1[CH:18]=[CH:17][CH:16]=[C:4]2[C:5]([N:7]([C:10]3[CH:15]=[CH:14][CH:13]=[CH:12][CH:11]=3)[C:8](=[O:9])[C:3]=12)=[O:6].O.[SH-:20].[Na+], predict the reaction product. The product is: [SH:20][C:2]1[CH:18]=[CH:17][CH:16]=[C:4]2[C:5]([N:7]([C:10]3[CH:15]=[CH:14][CH:13]=[CH:12][CH:11]=3)[C:8](=[O:9])[C:3]=12)=[O:6]. (3) Given the reactants [C:1]([C:3]1[CH:33]=[CH:32][C:6]([O:7][C:8]2[CH:9]=[C:10]([CH:20]=[C:21]([O:23][C:24]3[CH:29]=[CH:28][C:27]([C:30]#[N:31])=[CH:26][CH:25]=3)[CH:22]=2)[C:11]([NH:13][CH:14]2[CH2:19][CH2:18][NH:17][CH2:16][CH2:15]2)=[O:12])=[CH:5][CH:4]=1)#[N:2].Cl[C:35]([O:37][CH2:38][CH3:39])=[O:36], predict the reaction product. The product is: [CH2:38]([O:37][C:35]([N:17]1[CH2:16][CH2:15][CH:14]([NH:13][C:11](=[O:12])[C:10]2[CH:20]=[C:21]([O:23][C:24]3[CH:25]=[CH:26][C:27]([C:30]#[N:31])=[CH:28][CH:29]=3)[CH:22]=[C:8]([O:7][C:6]3[CH:5]=[CH:4][C:3]([C:1]#[N:2])=[CH:33][CH:32]=3)[CH:9]=2)[CH2:19][CH2:18]1)=[O:36])[CH3:39]. (4) Given the reactants Cl.Cl.[O:3]1[C:7]2[CH:8]=[CH:9][CH:10]=[C:11]([CH:12]3[CH2:17][CH2:16][N:15]([CH2:18][CH2:19][C@H:20]4[CH2:25][CH2:24][C@H:23]([NH2:26])[CH2:22][CH2:21]4)[CH2:14][CH2:13]3)[C:6]=2[CH2:5][CH2:4]1.[F:27][C:28]1[CH:33]=[CH:32][C:31]([S:34](Cl)(=[O:36])=[O:35])=[CH:30][CH:29]=1, predict the reaction product. The product is: [O:3]1[C:7]2[CH:8]=[CH:9][CH:10]=[C:11]([CH:12]3[CH2:17][CH2:16][N:15]([CH2:18][CH2:19][C@H:20]4[CH2:21][CH2:22][C@H:23]([NH:26][S:34]([C:31]5[CH:32]=[CH:33][C:28]([F:27])=[CH:29][CH:30]=5)(=[O:36])=[O:35])[CH2:24][CH2:25]4)[CH2:14][CH2:13]3)[C:6]=2[CH2:5][CH2:4]1. (5) The product is: [CH2:9]([NH:16][C:2]1[CH:7]=[N:6][CH:5]=[C:4]([Cl:8])[N:3]=1)[C:10]1[CH:15]=[CH:14][CH:13]=[CH:12][CH:11]=1. Given the reactants Cl[C:2]1[CH:7]=[N:6][CH:5]=[C:4]([Cl:8])[N:3]=1.[CH2:9]([NH2:16])[C:10]1[CH:15]=[CH:14][CH:13]=[CH:12][CH:11]=1.C([O-])([O-])=O.[K+].[K+], predict the reaction product. (6) Given the reactants [Cl:1][C:2]1[CH:11]=[CH:10][C:9]([F:12])=[C:8]2[C:3]=1[CH:4]=[C:5]([C:13]1[C:14]([NH2:31])=[N:15][CH:16]=[C:17]([C:19]3[CH:20]=[N:21][N:22]([CH:24]4[CH2:29][CH2:28][N:27]([CH3:30])[CH2:26][CH2:25]4)[CH:23]=3)[CH:18]=1)[N:6]=[CH:7]2.[ClH:32].CCOCC, predict the reaction product. The product is: [ClH:1].[ClH:32].[ClH:1].[Cl:1][C:2]1[CH:11]=[CH:10][C:9]([F:12])=[C:8]2[C:3]=1[CH:4]=[C:5]([C:13]1[C:14]([NH2:31])=[N:15][CH:16]=[C:17]([C:19]3[CH:20]=[N:21][N:22]([CH:24]4[CH2:25][CH2:26][N:27]([CH3:30])[CH2:28][CH2:29]4)[CH:23]=3)[CH:18]=1)[N:6]=[CH:7]2. (7) Given the reactants [NH:1]1[C:9]2[C:4](=[CH:5][CH:6]=[CH:7][CH:8]=2)[C:3](C=O)=[CH:2]1.[NH:12]1[CH2:16][CH2:15][CH2:14][CH2:13]1.[C:17]1(C)C=CC=CC=1, predict the reaction product. The product is: [N:12]1([CH:3]2[C:4]3[C:9](=[CH:8][CH:7]=[CH:6][CH:5]=3)[NH:1][C:2]2=[CH2:17])[CH2:16][CH2:15][CH2:14][CH2:13]1.